This data is from Full USPTO retrosynthesis dataset with 1.9M reactions from patents (1976-2016). The task is: Predict the reactants needed to synthesize the given product. Given the product [CH3:24][S:25]([O:11][CH2:10][C:7]1[CH:8]=[CH:9][C:4]2[N:3]=[CH:2][S:1][C:5]=2[CH:6]=1)(=[O:27])=[O:26], predict the reactants needed to synthesize it. The reactants are: [S:1]1[C:5]2[CH:6]=[C:7]([CH2:10][OH:11])[CH:8]=[CH:9][C:4]=2[N:3]=[CH:2]1.C(N(CC)C(C)C)(C)C.C(=O)=O.[CH3:24][S:25](Cl)(=[O:27])=[O:26].